From a dataset of Catalyst prediction with 721,799 reactions and 888 catalyst types from USPTO. Predict which catalyst facilitates the given reaction. (1) Reactant: [CH:1]1[C:6]([CH:7]=O)=[CH:5][C:4]2[O:9][CH2:10][O:11][C:3]=2[CH:2]=1.C([O-])(=O)C.[NH4+].[N+:17]([CH3:20])([O-:19])=[O:18]. Product: [N+:17]([CH:20]=[CH:7][C:6]1[CH:1]=[CH:2][C:3]2[O:11][CH2:10][O:9][C:4]=2[CH:5]=1)([O-:19])=[O:18]. The catalyst class is: 15. (2) The catalyst class is: 1. Reactant: [Li]CCCC.[Cl:6][C:7]1[CH:12]=[C:11]([F:13])[C:10]([Si:14]([CH3:17])([CH3:16])[CH3:15])=[C:9]([F:18])[CH:8]=1.[CH:19](N1CCOCC1)=[O:20]. Product: [Cl:6][C:7]1[C:8]([CH:19]=[O:20])=[C:9]([F:18])[C:10]([Si:14]([CH3:15])([CH3:17])[CH3:16])=[C:11]([F:13])[CH:12]=1. (3) Reactant: C([NH:8][CH2:9][C:10]([OH:12])=[O:11])(OC(C)(C)C)=O.[CH2:13]([OH:20])[C:14]([NH2:19])([CH2:17][OH:18])[CH2:15][OH:16].[OH:21][C:22]([CH:24]([C:26]1[CH:39]=[CH:38][CH:37]=[C:28]([C:29]([C:31]2[CH:36]=[CH:35][CH:34]=[CH:33][CH:32]=2)=[O:30])[CH:27]=1)[CH3:25])=[O:23].[ClH:40].C(OCC)(=O)C.C(OCC)C. Product: [NH2:8][CH2:9][C:10]([OH:12])=[O:11].[CH2:13]([OH:20])[C:14]([NH2:19])([CH2:17][OH:18])[CH2:15][OH:16].[ClH:40].[OH:23][C:22]([CH:24]([C:26]1[CH:39]=[CH:38][CH:37]=[C:28]([C:29]([C:31]2[CH:32]=[CH:33][CH:34]=[CH:35][CH:36]=2)=[O:30])[CH:27]=1)[CH3:25])=[O:21]. The catalyst class is: 81. (4) Reactant: [Cl:1][C:2]1[CH:7]=[C:6]([Cl:8])[CH:5]=[CH:4][C:3]=1[C:9](=O)[CH2:10][N:11]1[C:15]([C:16]([O:18]C)=O)=[N:14][CH:13]=[N:12]1.C([O-])(=O)C.[NH4+:25].C(=O)(O)[O-].[Na+]. Product: [Cl:1][C:2]1[CH:7]=[C:6]([Cl:8])[CH:5]=[CH:4][C:3]=1[C:9]1[NH:25][C:16](=[O:18])[C:15]2[N:11]([N:12]=[CH:13][N:14]=2)[CH:10]=1. The catalyst class is: 15. (5) Reactant: [C:1]([N:3]=[C:4](SC)[NH:5][C:6]1[CH:7]=[N:8][CH:9]=[CH:10][CH:11]=1)#[N:2].[C:14]1([S:20]([C:23]2[CH:28]=[CH:27][C:26]([CH2:29][NH2:30])=[CH:25][CH:24]=2)(=[O:22])=[O:21])[CH:19]=[CH:18][CH:17]=[CH:16][CH:15]=1. Product: [C:1]([N:3]=[C:4]([NH:5][C:6]1[CH:7]=[N:8][CH:9]=[CH:10][CH:11]=1)[NH:30][CH2:29][C:26]1[CH:25]=[CH:24][C:23]([S:20]([C:14]2[CH:15]=[CH:16][CH:17]=[CH:18][CH:19]=2)(=[O:22])=[O:21])=[CH:28][CH:27]=1)#[N:2]. The catalyst class is: 383.